The task is: Predict the product of the given reaction.. This data is from Forward reaction prediction with 1.9M reactions from USPTO patents (1976-2016). (1) The product is: [F:21][C:16]1[N:15]=[C:14]2[O:9][C:7]([C:6]3[CH:5]=[CH:4][C:3]([N:2]([CH3:1])[CH3:12])=[CH:11][CH:10]=3)=[N:20][C:19]2=[CH:18][CH:17]=1. Given the reactants [CH3:1][N:2]([CH3:12])[C:3]1[CH:11]=[CH:10][C:6]([C:7]([OH:9])=O)=[CH:5][CH:4]=1.F[C:14]1[C:19]([NH2:20])=[CH:18][CH:17]=[C:16]([F:21])[N:15]=1.CN(C=O)C.C([O-])([O-])=O.[K+].[K+], predict the reaction product. (2) Given the reactants [OH:1][C:2]1[CH:7]=[CH:6][C:5]([C:8]([C:10]2[CH:15]=[CH:14][C:13]([OH:16])=[CH:12][CH:11]=2)=O)=[CH:4][CH:3]=1.[C:17]([C:21]1[CH:26]=[CH:25][C:24]([O:27][CH2:28][C:29]([O:31][CH2:32][CH3:33])=[O:30])=[CH:23][CH:22]=1)(=O)[CH2:18][CH3:19], predict the reaction product. The product is: [CH2:18]([C:17]([C:21]1[CH:26]=[CH:25][C:24]([O:27][CH2:28][C:29]([O:31][CH2:32][CH3:33])=[O:30])=[CH:23][CH:22]=1)=[C:8]([C:10]1[CH:15]=[CH:14][C:13]([OH:16])=[CH:12][CH:11]=1)[C:5]1[CH:6]=[CH:7][C:2]([OH:1])=[CH:3][CH:4]=1)[CH3:19]. (3) Given the reactants [Cl:1][C:2]1[CH:3]=[C:4]([NH:19][C:20]2[C:30]3[CH:29]=[C:28]([C:31](O)=[O:32])[CH2:27][CH2:26][NH:25][C:24]=3[N:23]=[CH:22][N:21]=2)[CH:5]=[CH:6][C:7]=1[O:8][C:9]1[CH:14]=[CH:13][CH:12]=[C:11]([C:15]([F:18])([F:17])[F:16])[CH:10]=1.[OH:34]N1C2C=CC=CC=2N=N1.[CH2:44]([N:46](CC)CC)[CH3:45].Cl.C(N=C=N[CH2:57][CH2:58][CH2:59][N:60](C)C)C, predict the reaction product. The product is: [Cl:1][C:2]1[CH:3]=[C:4]([NH:19][C:20]2[C:30]3[CH:29]=[C:28]([C:31]([NH:46][CH2:44][CH2:45][O:34][CH2:57][CH2:58][C:59]#[N:60])=[O:32])[CH2:27][CH2:26][NH:25][C:24]=3[N:23]=[CH:22][N:21]=2)[CH:5]=[CH:6][C:7]=1[O:8][C:9]1[CH:14]=[CH:13][CH:12]=[C:11]([C:15]([F:18])([F:16])[F:17])[CH:10]=1. (4) Given the reactants Cl[C:2]1[N:7]=[CH:6][C:5]([C:8]2[CH:13]=[CH:12][CH:11]=[C:10]([O:14][CH3:15])[N:9]=2)=[C:4]([NH:16][CH:17]([CH3:19])[CH3:18])[CH:3]=1.[NH2:20][C:21]1[CH:29]=[CH:28][C:24]2[N:25]=[CH:26][S:27][C:23]=2[CH:22]=1.C1C=CC(P(C2C(C3C(P(C4C=CC=CC=4)C4C=CC=CC=4)=CC=C4C=3C=CC=C4)=C3C(C=CC=C3)=CC=2)C2C=CC=CC=2)=CC=1.CC(C)([O-])C.[Na+].C(O)(C(F)(F)F)=O, predict the reaction product. The product is: [S:27]1[C:23]2[CH:22]=[C:21]([NH:20][C:2]3[N:7]=[CH:6][C:5]([C:8]4[CH:13]=[CH:12][CH:11]=[C:10]([O:14][CH3:15])[N:9]=4)=[C:4]([NH:16][CH:17]([CH3:19])[CH3:18])[CH:3]=3)[CH:29]=[CH:28][C:24]=2[N:25]=[CH:26]1. (5) Given the reactants CO[C:3](=[O:24])[C:4]1[CH:9]=[C:8]([O:10][C:11]2[CH:16]=[CH:15][C:14]([F:17])=[CH:13][C:12]=2[F:18])[CH:7]=[CH:6][C:5]=1[CH:19]=[CH:20]OCC.C(O)(C(F)(F)F)=O.Cl.[C:33]([O:37][C:38](=[O:44])[C@@H:39]([CH:41]([CH3:43])[CH3:42])[NH2:40])([CH3:36])([CH3:35])[CH3:34].C(N(CC)CC)C, predict the reaction product. The product is: [C:33]([O:37][C:38](=[O:44])[CH:39]([N:40]1[CH2:20][CH2:19][C:5]2[C:4](=[CH:9][C:8]([O:10][C:11]3[CH:16]=[CH:15][C:14]([F:17])=[CH:13][C:12]=3[F:18])=[CH:7][CH:6]=2)[C:3]1=[O:24])[CH:41]([CH3:42])[CH3:43])([CH3:35])([CH3:34])[CH3:36]. (6) Given the reactants Br[C:2]1[CH:7]=[CH:6][C:5]([C:8]2[C:17]([C:18]3[CH:23]=[CH:22][CH:21]=[CH:20][CH:19]=3)=[N:16][C:15]3[C:10](=[CH:11][CH:12]=[CH:13][CH:14]=3)[N:9]=2)=[CH:4][CH:3]=1.[C:24]1([C:30]2[CH:31]=[CH:32][C:33]3[NH:34][C:35]4[C:40]([C:41]=3[CH:42]=2)=[CH:39][C:38]([C:43]2[CH:48]=[CH:47][CH:46]=[CH:45][CH:44]=2)=[CH:37][CH:36]=4)[CH:29]=[CH:28][CH:27]=[CH:26][CH:25]=1.CC(C)([O-])C.[Na+].C(P(C(C)(C)C)C(C)(C)C)(C)(C)C, predict the reaction product. The product is: [C:24]1([C:30]2[CH:31]=[CH:32][C:33]3[N:34]([C:2]4[CH:7]=[CH:6][C:5]([C:8]5[C:17]([C:18]6[CH:19]=[CH:20][CH:21]=[CH:22][CH:23]=6)=[N:16][C:15]6[C:10](=[CH:11][CH:12]=[CH:13][CH:14]=6)[N:9]=5)=[CH:4][CH:3]=4)[C:35]4[C:40]([C:41]=3[CH:42]=2)=[CH:39][C:38]([C:43]2[CH:44]=[CH:45][CH:46]=[CH:47][CH:48]=2)=[CH:37][CH:36]=4)[CH:29]=[CH:28][CH:27]=[CH:26][CH:25]=1. (7) Given the reactants CO[CH:3](OC)[CH2:4][NH:5][C:6](=[O:12])[C:7]([NH:9][CH2:10][CH3:11])=[O:8].Cl, predict the reaction product. The product is: [CH2:4]([N:5]1[CH:11]=[CH:10][N:9]=[C:7]([OH:8])[C:6]1=[O:12])[CH3:3].